From a dataset of Reaction yield outcomes from USPTO patents with 853,638 reactions. Predict the reaction yield, written as a fraction of the theoretical maximum amount of product (1.0 means a 100% yield; for example, 0.34 means a 34% yield). (1) The reactants are [Cl:1][C:2]1[CH:7]=[C:6]([F:8])[CH:5]=[CH:4][C:3]=1[S:9]([NH:12][CH2:13][CH2:14][CH2:15][NH:16][C:17]([C@@H:19]([NH:24][C:25]([C:27]1[CH:36]=[CH:35][CH:34]=[C:33]2[C:28]=1[CH2:29][CH2:30][N:31](C(OC(C)(C)C)=O)[CH2:32]2)=[O:26])[CH2:20][CH:21]([CH3:23])[CH3:22])=[O:18])(=[O:11])=[O:10].Cl. The catalyst is CO.O1CCOCC1. The product is [Cl:1][C:2]1[CH:7]=[C:6]([F:8])[CH:5]=[CH:4][C:3]=1[S:9]([NH:12][CH2:13][CH2:14][CH2:15][NH:16][C:17]([C@@H:19]([NH:24][C:25]([C:27]1[C:28]2[CH2:29][CH2:30][NH:31][CH2:32][C:33]=2[CH:34]=[CH:35][CH:36]=1)=[O:26])[CH2:20][CH:21]([CH3:23])[CH3:22])=[O:18])(=[O:11])=[O:10]. The yield is 1.00. (2) The reactants are [CH2:1]([C@H:8]1[CH2:13][N:12]([C:14]2[CH:19]=[CH:18][C:17]([O:20][CH3:21])=[C:16]([O:22][CH:23]3[CH2:27][CH2:26][CH2:25][CH2:24]3)[CH:15]=2)[CH2:11][CH2:10][N:9]1[C:28](=[O:35])[CH2:29][C:30]([O:32]CC)=O)[C:2]1[CH:7]=[CH:6][CH:5]=[CH:4][CH:3]=1.O.[NH2:37][NH2:38].[C-]#N.[Na+].NN. The catalyst is CCO. The product is [CH2:1]([C@H:8]1[CH2:13][N:12]([C:14]2[CH:19]=[CH:18][C:17]([O:20][CH3:21])=[C:16]([O:22][CH:23]3[CH2:24][CH2:25][CH2:26][CH2:27]3)[CH:15]=2)[CH2:11][CH2:10][N:9]1[C:28](=[O:35])[CH2:29][C:30]([NH:37][NH2:38])=[O:32])[C:2]1[CH:7]=[CH:6][CH:5]=[CH:4][CH:3]=1. The yield is 0.720. (3) The reactants are O[C@H:2]1[C@H:6]([O:7][CH3:8])[CH2:5][N:4]([C:9]([O:11][CH2:12][C:13]2[CH:18]=[CH:17][CH:16]=[CH:15][CH:14]=2)=[O:10])[CH2:3]1.CCN(S(F)(F)[F:25])CC. The catalyst is C(Cl)Cl. The product is [F:25][CH:2]1[C@H:6]([O:7][CH3:8])[CH2:5][N:4]([C:9]([O:11][CH2:12][C:13]2[CH:18]=[CH:17][CH:16]=[CH:15][CH:14]=2)=[O:10])[CH2:3]1. The yield is 0.670. (4) The product is [Cl:1][C:2]1[CH:3]=[C:4]([C:9]2[C:13]([CH2:14][OH:15])=[CH:12][O:11][N:10]=2)[CH:5]=[CH:6][C:7]=1[F:8]. The catalyst is O1CCCC1. The reactants are [Cl:1][C:2]1[CH:3]=[C:4]([C:9]2[C:13]([C:14](OCC)=[O:15])=[CH:12][O:11][N:10]=2)[CH:5]=[CH:6][C:7]=1[F:8].[H-].C([Al+]CC(C)C)C(C)C.Cl. The yield is 0.970. (5) The reactants are [CH2:1]([N:3]1[C:8](=[O:9])[C:7]2[C:10]([C:31]3[CH:36]=[CH:35][CH:34]=[CH:33][CH:32]=3)=[C:11]([C:13]3[CH:18]=[CH:17][C:16]([C:19]4([NH:23][C:24](=[O:30])[O:25][C:26]([CH3:29])([CH3:28])[CH3:27])[CH2:22][CH2:21][CH2:20]4)=[CH:15][CH:14]=3)[O:12][C:6]=2[N:5]=[C:4]1S(C)(=O)=O)[CH3:2].[CH3:41][NH2:42].CO. The catalyst is C1COCC1. The product is [CH2:1]([N:3]1[C:8](=[O:9])[C:7]2[C:10]([C:31]3[CH:36]=[CH:35][CH:34]=[CH:33][CH:32]=3)=[C:11]([C:13]3[CH:18]=[CH:17][C:16]([C:19]4([NH:23][C:24](=[O:30])[O:25][C:26]([CH3:29])([CH3:28])[CH3:27])[CH2:22][CH2:21][CH2:20]4)=[CH:15][CH:14]=3)[O:12][C:6]=2[N:5]=[C:4]1[NH:42][CH3:41])[CH3:2]. The yield is 0.430.